From a dataset of Full USPTO retrosynthesis dataset with 1.9M reactions from patents (1976-2016). Predict the reactants needed to synthesize the given product. (1) Given the product [CH2:1]([N:8]([CH2:23][CH:24]1[CH2:26][CH2:25]1)[C:9](=[O:22])[CH2:10][NH:11][C:12]1[CH:21]=[CH:20][CH:19]=[C:18]2[C:13]=1[CH2:14][CH2:15][N:16]([CH3:31])[CH2:17]2)[C:2]1[CH:7]=[CH:6][CH:5]=[CH:4][CH:3]=1, predict the reactants needed to synthesize it. The reactants are: [CH2:1]([N:8]([CH2:23][CH:24]1[CH2:26][CH2:25]1)[C:9](=[O:22])[CH2:10][NH:11][C:12]1[CH:21]=[CH:20][CH:19]=[C:18]2[C:13]=1[CH:14]=[CH:15][N:16]=[CH:17]2)[C:2]1[CH:7]=[CH:6][CH:5]=[CH:4][CH:3]=1.IC.[BH4-].[Na+].[C:31]([O-])(O)=O.[Na+].C1N2CCN(CC2)C1. (2) Given the product [Cl:44][C:45]1[C:46]([C:86](=[O:96])[N:87]([CH2:92][CH2:93][CH2:94][CH3:95])[CH2:88][CH2:89][CH2:90][CH3:91])=[N:47][N:48]([C:51]2[CH:61]=[CH:60][C:59]([C:62](=[O:85])[NH:63][S:64]([C:67]3[CH:68]=[C:69]4[C:73](=[CH:74][CH:75]=3)[N:72]([CH2:76][C:77]3[CH:82]=[CH:81][C:80]([Cl:83])=[C:79]([Cl:84])[CH:78]=3)[CH2:71][CH2:70]4)(=[O:65])=[O:66])=[CH:58][C:52]=2[C:53]([OH:55])=[O:54])[C:49]=1[CH3:50], predict the reactants needed to synthesize it. The reactants are: ClC1C(C(=O)N(CCCC)CCCC)=NN(C2C=CC(C(=O)NS(C3C=CC4C(=CC=CC=4)C=3)(=O)=O)=CC=2C(O)=O)C=1C.[Cl:44][C:45]1[C:46]([C:86](=[O:96])[N:87]([CH2:92][CH2:93][CH2:94][CH3:95])[CH2:88][CH2:89][CH2:90][CH3:91])=[N:47][N:48]([C:51]2[CH:61]=[CH:60][C:59]([C:62](=[O:85])[NH:63][S:64]([C:67]3[CH:68]=[C:69]4[C:73](=[CH:74][CH:75]=3)[N:72]([CH2:76][C:77]3[CH:82]=[CH:81][C:80]([Cl:83])=[C:79]([Cl:84])[CH:78]=3)[CH2:71][CH2:70]4)(=[O:66])=[O:65])=[CH:58][C:52]=2[C:53]([O:55]CC)=[O:54])[C:49]=1[CH3:50]. (3) Given the product [Cl:1][C:2]1[N:3]=[CH:4][C:5]([CH2:8][C:12]#[N:13])=[CH:6][CH:7]=1, predict the reactants needed to synthesize it. The reactants are: [Cl:1][C:2]1[CH:7]=[CH:6][C:5]([CH2:8]Cl)=[CH:4][N:3]=1.[I-].[K+].[C-:12]#[N:13].[Na+]. (4) Given the product [Cl:1][C:2]1[C:3]([C:9]#[N:10])=[N:4][CH:5]=[C:6]([O:8][CH2:18][F:17])[CH:7]=1, predict the reactants needed to synthesize it. The reactants are: [Cl:1][C:2]1[C:3]([C:9]#[N:10])=[N:4][CH:5]=[C:6]([OH:8])[CH:7]=1.C([O-])([O-])=O.[Cs+].[Cs+].[F:17][CH2:18]OS(C1C=CC(C)=CC=1)(=O)=O. (5) Given the product [F:19][C:14]1[CH:15]=[CH:16][CH:17]=[CH:18][C:13]=1[CH2:12][N:9]1[C:4]2=[N:5][C:6]([NH2:8])=[N:7][C:2]([C:21]3[S:20][CH:24]=[CH:23][CH:22]=3)=[C:3]2[CH:11]=[N:10]1, predict the reactants needed to synthesize it. The reactants are: Cl[C:2]1[N:7]=[C:6]([NH2:8])[N:5]=[C:4]2[N:9]([CH2:12][C:13]3[CH:18]=[CH:17][CH:16]=[CH:15][C:14]=3[F:19])[N:10]=[CH:11][C:3]=12.[S:20]1[CH:24]=[CH:23][CH:22]=[C:21]1B(O)O.C([O-])(O)=O.[Na+].